From a dataset of Forward reaction prediction with 1.9M reactions from USPTO patents (1976-2016). Predict the product of the given reaction. (1) Given the reactants [C:1]([N:11]1[CH2:16][CH2:15][NH:14][CH:13]([C:17]([OH:19])=[O:18])[CH2:12]1)([O:3][CH2:4][C:5]1[CH:10]=[CH:9][CH:8]=[CH:7][CH:6]=1)=[O:2].C(N(CC(O)=O)CC(O)=O)CN(CC(O)=O)CC(O)=O.[Na][Na].F[C:43]1[CH:48]=[CH:47][CH:46]=[CH:45][C:44]=1[N+:49]([O-:51])=[O:50].C(N(CC)CC)C.Cl, predict the reaction product. The product is: [C:1]([N:11]1[CH2:16][CH2:15][N:14]([C:43]2[CH:48]=[CH:47][CH:46]=[CH:45][C:44]=2[N+:49]([O-:51])=[O:50])[CH:13]([C:17]([OH:19])=[O:18])[CH2:12]1)([O:3][CH2:4][C:5]1[CH:6]=[CH:7][CH:8]=[CH:9][CH:10]=1)=[O:2]. (2) Given the reactants C(#N)C([CH2:4][C:5]#[N:6])O.[H-].[Na+].[CH3:10][CH:11]1[O:16][CH:15]([CH3:17])[CH2:14][N:13]([C:18]2[CH:29]=[C:22]3[C:23]([O:25][C:26](=O)[NH:27][C:21]3=[CH:20][CH:19]=2)=O)[CH2:12]1.C[N:31](C)C=O, predict the reaction product. The product is: [NH2:31][C:26]1[C:4]([C:5]#[N:6])=[C:23]([OH:25])[C:22]2[C:21](=[CH:20][CH:19]=[C:18]([N:13]3[CH2:14][CH:15]([CH3:17])[O:16][CH:11]([CH3:10])[CH2:12]3)[CH:29]=2)[N:27]=1. (3) Given the reactants [C:1](=[N:5][C:6]1[C:11]([CH2:12][CH3:13])=[CH:10][C:9]([CH2:14][CH3:15])=[C:8]([N:16]=[C:17]([CH2:19][CH3:20])[CH3:18])[C:7]=1[CH3:21])([CH2:3][CH3:4])[CH3:2], predict the reaction product. The product is: [CH:17]([NH:16][C:8]1[C:9]([CH2:14][CH3:15])=[CH:10][C:11]([CH2:12][CH3:13])=[C:6]([NH:5][CH:1]([CH2:3][CH3:4])[CH3:2])[C:7]=1[CH3:21])([CH2:19][CH3:20])[CH3:18]. (4) Given the reactants Cl.[Cl:2][C:3]1[CH:4]=[C:5]([NH2:19])[C:6]([NH:9][C:10]2[CH:15]=[C:14]([Cl:16])[CH:13]=[CH:12][C:11]=2[O:17][CH3:18])=[CH:7][CH:8]=1.[C:20](N1C=CN=C1)(N1C=CN=C1)=[O:21].O, predict the reaction product. The product is: [Cl:2][C:3]1[CH:8]=[CH:7][C:6]2[N:9]([C:10]3[CH:15]=[C:14]([Cl:16])[CH:13]=[CH:12][C:11]=3[O:17][CH3:18])[C:20](=[O:21])[NH:19][C:5]=2[CH:4]=1. (5) Given the reactants C([O:8][C:9]1[CH:10]=[C:11]2[C:16](=[CH:17][CH:18]=1)[CH:15]=[C:14]([C:19]1[NH:23][C:22]3[CH:24]=[CH:25][CH:26]=[CH:27][C:21]=3[N:20]=1)[CH:13]=[CH:12]2)C1C=CC=CC=1.CO.C(O)=O, predict the reaction product. The product is: [NH:20]1[C:21]2[CH:27]=[CH:26][CH:25]=[CH:24][C:22]=2[N:23]=[C:19]1[C:14]1[CH:15]=[C:16]2[C:11](=[CH:12][CH:13]=1)[CH:10]=[C:9]([OH:8])[CH:18]=[CH:17]2. (6) Given the reactants [H-].[Al+3].[Li+].[H-].[H-].[H-].C[O:8][C:9]([C:11]1[CH:16]=[C:15]([CH3:17])[N:14]=[C:13]([Cl:18])[CH:12]=1)=O, predict the reaction product. The product is: [Cl:18][C:13]1[CH:12]=[C:11]([CH2:9][OH:8])[CH:16]=[C:15]([CH3:17])[N:14]=1. (7) Given the reactants Cl.[Cl:2][C:3]1[CH:4]=[C:5]2[C:9](=[CH:10][CH:11]=1)[NH:8][CH:7]=[C:6]2[CH2:12][CH2:13][NH2:14].CN(C(ON1N=NC2C=CC=NC1=2)=[N+](C)C)C.F[P-](F)(F)(F)(F)F.Cl.[CH2:40]([N:47]1[CH2:51][CH2:50][C@H:49]([C:52](O)=[O:53])[CH2:48]1)[C:41]1[CH:46]=[CH:45][CH:44]=[CH:43][CH:42]=1.C(N(CC)C(C)C)(C)C, predict the reaction product. The product is: [CH2:40]([N:47]1[CH2:51][CH2:50][C@H:49]([C:52]([NH:14][CH2:13][CH2:12][C:6]2[C:5]3[C:9](=[CH:10][CH:11]=[C:3]([Cl:2])[CH:4]=3)[NH:8][CH:7]=2)=[O:53])[CH2:48]1)[C:41]1[CH:46]=[CH:45][CH:44]=[CH:43][CH:42]=1. (8) Given the reactants [CH3:1][C:2]1[O:11][C:10]2[C:9]3[CH:12]=[CH:13][CH:14]=[CH:15][C:8]=3[O:7][C:6]3[CH:16]=[CH:17][CH:18]=[CH:19][C:5]=3[C:4]=2[CH:3]=1.ClC(Cl)(Cl)Cl.C(OOC(=O)C1C=CC=CC=1)(=[O:32])C1C=CC=CC=1, predict the reaction product. The product is: [O:11]1[C:10]2[C:9]3[CH:12]=[CH:13][CH:14]=[CH:15][C:8]=3[O:7][C:6]3[CH:16]=[CH:17][CH:18]=[CH:19][C:5]=3[C:4]=2[CH:3]=[C:2]1[CH:1]=[O:32].